Predict the reactants needed to synthesize the given product. From a dataset of Full USPTO retrosynthesis dataset with 1.9M reactions from patents (1976-2016). (1) Given the product [F:1][C:2]1[CH:10]=[CH:9][C:5]([C:6]([N:26]2[CH2:27][CH2:28][CH2:29][CH:24]([C:21]3[N:20]=[C:19]([C:13]4[CH:18]=[CH:17][CH:16]=[CH:15][CH:14]=4)[O:23][N:22]=3)[CH2:25]2)=[O:8])=[C:4]([CH3:11])[CH:3]=1, predict the reactants needed to synthesize it. The reactants are: [F:1][C:2]1[CH:10]=[CH:9][C:5]([C:6]([OH:8])=O)=[C:4]([CH3:11])[CH:3]=1.Cl.[C:13]1([C:19]2[O:23][N:22]=[C:21]([CH:24]3[CH2:29][CH2:28][CH2:27][NH:26][CH2:25]3)[N:20]=2)[CH:18]=[CH:17][CH:16]=[CH:15][CH:14]=1. (2) Given the product [CH2:1]([N:4]([CH2:9][C:10]1[CH:11]=[CH:12][C:13]([C:14]([NH:16][C:17]2[CH:18]=[CH:19][C:20]([O:23][C:24](=[O:33])[N:25]([CH3:32])[C:26]3[CH:31]=[CH:30][CH:29]=[CH:28][CH:27]=3)=[N:21][CH:22]=2)=[O:15])=[CH:34][CH:35]=1)[CH2:5][CH2:6][CH3:7])[CH2:2][CH3:3], predict the reactants needed to synthesize it. The reactants are: [CH2:1]([NH:4][CH2:5][CH2:6][CH3:7])[CH2:2][CH3:3].Cl[CH2:9][C:10]1[CH:35]=[CH:34][C:13]([C:14]([NH:16][C:17]2[CH:18]=[CH:19][C:20]([O:23][C:24](=[O:33])[N:25]([CH3:32])[C:26]3[CH:31]=[CH:30][CH:29]=[CH:28][CH:27]=3)=[N:21][CH:22]=2)=[O:15])=[CH:12][CH:11]=1. (3) Given the product [NH2:1][C:2]1[N:7]=[CH:6][N:5]=[C:4]2[N:8]([C@@H:25]3[CH2:30][CH2:29][CH2:28][N:27]([C:31]([C:32](=[CH:48][C:44]([N:41]4[CH2:40][CH2:39][N:38]([CH2:36][CH3:37])[CH2:43][CH2:42]4)([CH3:45])[CH3:47])[C:33]#[N:34])=[O:35])[CH2:26]3)[N:9]=[C:10]([C:11]3[CH:16]=[CH:15][C:14]([O:17][C:18]4[CH:19]=[CH:20][CH:21]=[CH:22][CH:23]=4)=[CH:13][C:12]=3[F:24])[C:3]=12, predict the reactants needed to synthesize it. The reactants are: [NH2:1][C:2]1[N:7]=[CH:6][N:5]=[C:4]2[N:8]([C@@H:25]3[CH2:30][CH2:29][CH2:28][N:27]([C:31](=[O:35])[CH2:32][C:33]#[N:34])[CH2:26]3)[N:9]=[C:10]([C:11]3[CH:16]=[CH:15][C:14]([O:17][C:18]4[CH:23]=[CH:22][CH:21]=[CH:20][CH:19]=4)=[CH:13][C:12]=3[F:24])[C:3]=12.[CH2:36]([N:38]1[CH2:43][CH2:42][N:41]([C:44]([CH3:48])([CH3:47])[CH:45]=O)[CH2:40][CH2:39]1)[CH3:37].N1CCCC1.Cl[Si](C)(C)C.C([O-])(O)=O.[Na+]. (4) Given the product [OH:3][N:2]=[C:6]([NH2:15])[CH2:7][CH2:8][CH2:9][CH2:10][CH2:11][CH2:12][CH2:13][CH3:14], predict the reactants needed to synthesize it. The reactants are: Cl.[NH2:2][OH:3].[OH-].[Na+].[C:6](#[N:15])[CH2:7][CH2:8][CH2:9][CH2:10][CH2:11][CH2:12][CH2:13][CH3:14].Cl. (5) Given the product [CH3:1][C:2]1[CH:7]=[CH:6][N:5]=[CH:4][C:3]=1[O:8][C:9]1[C:18]([C:17]([NH:16][CH2:20][C:21]2[CH:22]=[CH:23][C:24]([O:27][CH3:28])=[CH:25][CH:26]=2)=[O:19])=[C:13]([NH:14][C:30]2[CH:35]=[CH:34][C:33]([I:36])=[CH:32][C:31]=2[F:37])[N:12]([CH3:38])[C:11](=[O:39])[CH:10]=1, predict the reactants needed to synthesize it. The reactants are: [CH3:1][C:2]1[CH:7]=[CH:6][N:5]=[CH:4][C:3]=1[O:8][C:9]1[C:18]2[C:17](=[O:19])[N:16]([CH2:20][C:21]3[CH:26]=[CH:25][C:24]([O:27][CH3:28])=[CH:23][CH:22]=3)C(=O)[N:14]([C:30]3[CH:35]=[CH:34][C:33]([I:36])=[CH:32][C:31]=3[F:37])[C:13]=2[N:12]([CH3:38])[C:11](=[O:39])[CH:10]=1.[OH-].[Li+].C(OCC)(=O)C. (6) Given the product [F:17][C:14]1[CH:15]=[CH:16][C:11]([CH:8]2[N:7]([S:18]([C:21]3[CH:22]=[CH:23][C:24]([CH3:27])=[CH:25][CH:26]=3)(=[O:20])=[O:19])[CH:6]([CH2:5][CH2:4][CH2:3][CH2:2][N:31]3[N:32]=[N:33][C:29]([CH3:28])=[N:30]3)[CH2:10][CH2:9]2)=[CH:12][CH:13]=1, predict the reactants needed to synthesize it. The reactants are: Cl[CH2:2][CH2:3][CH2:4][CH2:5][CH:6]1[CH2:10][CH2:9][CH:8]([C:11]2[CH:16]=[CH:15][C:14]([F:17])=[CH:13][CH:12]=2)[N:7]1[S:18]([C:21]1[CH:26]=[CH:25][C:24]([CH3:27])=[CH:23][CH:22]=1)(=[O:20])=[O:19].[CH3:28][C:29]1[NH:33][N:32]=[N:31][N:30]=1. (7) Given the product [CH3:1][C:2]1[CH:3]=[C:4]([CH:14]=[CH:15][CH:16]=1)[O:5][C:6]1[CH:13]=[CH:12][C:9]([CH2:10][NH:11][C:20](=[O:21])[C:19]2[CH:23]=[CH:24][CH:25]=[N:26][C:18]=2[NH2:17])=[CH:8][CH:7]=1, predict the reactants needed to synthesize it. The reactants are: [CH3:1][C:2]1[CH:3]=[C:4]([CH:14]=[CH:15][CH:16]=1)[O:5][C:6]1[CH:13]=[CH:12][C:9]([CH2:10][NH2:11])=[CH:8][CH:7]=1.[NH2:17][C:18]1[N:26]=[CH:25][CH:24]=[CH:23][C:19]=1[C:20](O)=[O:21].ON1C2C=CC=CC=2N=N1.CCN=C=NCCCN(C)C.